This data is from Reaction yield outcomes from USPTO patents with 853,638 reactions. The task is: Predict the reaction yield, written as a fraction of the theoretical maximum amount of product (1.0 means a 100% yield; for example, 0.34 means a 34% yield). (1) The reactants are [F:1][C:2]1[CH:8]=[CH:7][C:5]([NH2:6])=[CH:4][CH:3]=1.I[C:10]1[CH:15]=[CH:14][C:13]([O:16][CH3:17])=[CH:12][CH:11]=1.C([O-])([O-])=O.[K+].[K+].N1CCC[C@H]1C(O)=O. The catalyst is [Cu]I.CCOC(C)=O.O.CS(C)=O. The yield is 0.778. The product is [F:1][C:2]1[CH:8]=[CH:7][C:5]([NH:6][C:10]2[CH:15]=[CH:14][C:13]([O:16][CH3:17])=[CH:12][CH:11]=2)=[CH:4][CH:3]=1. (2) The reactants are [BH4-].[Li+].[Br:3][CH2:4][CH2:5][N:6]1[C:10]([C:11](OC)=[O:12])=[CH:9][C:8]([N+:15]([O-:17])=[O:16])=[N:7]1.C(OCC)(=O)C.O. The catalyst is O1CCCC1. The product is [Br:3][CH2:4][CH2:5][N:6]1[C:10]([CH2:11][OH:12])=[CH:9][C:8]([N+:15]([O-:17])=[O:16])=[N:7]1. The yield is 0.980.